This data is from Full USPTO retrosynthesis dataset with 1.9M reactions from patents (1976-2016). The task is: Predict the reactants needed to synthesize the given product. (1) Given the product [C:2]([C:6]1[N:11]=[CH:10][C:9]([C:12]2[N:13]([C:33]([N:35]3[CH2:40][CH2:39][N:38]([CH2:41][C:42]([NH:55][C:54]4[C:49]([CH3:48])=[N:50][CH:51]=[CH:52][CH:53]=4)=[O:43])[CH2:37][CH2:36]3)=[O:34])[C@@:14]([C:26]3[CH:27]=[CH:28][C:29]([Cl:32])=[CH:30][CH:31]=3)([CH3:25])[C@@:15]([C:18]3[CH:19]=[CH:20][C:21]([Cl:24])=[CH:22][CH:23]=3)([CH3:17])[N:16]=2)=[C:8]([O:45][CH2:46][CH3:47])[CH:7]=1)([CH3:3])([CH3:4])[CH3:5], predict the reactants needed to synthesize it. The reactants are: Cl.[C:2]([C:6]1[N:11]=[CH:10][C:9]([C:12]2[N:13]([C:33]([N:35]3[CH2:40][CH2:39][N:38]([CH2:41][C:42](O)=[O:43])[CH2:37][CH2:36]3)=[O:34])[C@@:14]([C:26]3[CH:31]=[CH:30][C:29]([Cl:32])=[CH:28][CH:27]=3)([CH3:25])[C@@:15]([C:18]3[CH:23]=[CH:22][C:21]([Cl:24])=[CH:20][CH:19]=3)([CH3:17])[N:16]=2)=[C:8]([O:45][CH2:46][CH3:47])[CH:7]=1)([CH3:5])([CH3:4])[CH3:3].[CH3:48][C:49]1[C:54]([NH2:55])=[CH:53][CH:52]=[CH:51][N:50]=1. (2) Given the product [C:13]([O:12][C:10]([N:3]1[C@@H:4]([CH3:9])[CH2:5][C:6]([O:8][S:34]([C:37]([F:40])([F:39])[F:38])(=[O:36])=[O:35])=[CH:7][C@@H:2]1[CH3:1])=[O:11])([CH3:14])([CH3:16])[CH3:15], predict the reactants needed to synthesize it. The reactants are: [CH3:1][C@H:2]1[CH2:7][C:6](=[O:8])[CH2:5][C@H:4]([CH3:9])[N:3]1[C:10]([O:12][C:13]([CH3:16])([CH3:15])[CH3:14])=[O:11].C[Si]([N-][Si](C)(C)C)(C)C.[Na+].C1C=CC(N([S:34]([C:37]([F:40])([F:39])[F:38])(=[O:36])=[O:35])[S:34]([C:37]([F:40])([F:39])[F:38])(=[O:36])=[O:35])=CC=1. (3) Given the product [Cl:1][C:2]1[CH:7]=[CH:6][C:5]([N:8]2[CH2:13][CH2:12][N:11]([C:14](=[O:26])[CH2:15][N:16]3[C:20]4=[N:21][CH:22]=[CH:23][CH:24]=[C:19]4[C:18]([N:29]4[CH2:34][CH2:33][O:32][CH2:31][CH2:30]4)=[N:17]3)[CH2:10][CH2:9]2)=[CH:4][C:3]=1[O:27][CH3:28], predict the reactants needed to synthesize it. The reactants are: [Cl:1][C:2]1[CH:7]=[CH:6][C:5]([N:8]2[CH2:13][CH2:12][N:11]([C:14](=[O:26])[CH2:15][N:16]3[C:20]4=[N:21][CH:22]=[CH:23][CH:24]=[C:19]4[C:18](I)=[N:17]3)[CH2:10][CH2:9]2)=[CH:4][C:3]=1[O:27][CH3:28].[NH:29]1[CH2:34][CH2:33][O:32][CH2:31][CH2:30]1.CC1(C)C2C(=C(P(C3C=CC=CC=3)C3C=CC=CC=3)C=CC=2)OC2C(P(C3C=CC=CC=3)C3C=CC=CC=3)=CC=CC1=2.C([O-])([O-])=O.[Cs+].[Cs+]. (4) Given the product [Cl:8][C:6]1[CH:7]=[C:2]([C:38]2[CH:37]=[N:36][CH:41]=[CH:40][CH:39]=2)[C:3]2[N:4]([C:9]([C:30]3[CH:35]=[CH:34][CH:33]=[CH:32][CH:31]=3)=[C:10]([C:12]3[CH:17]=[CH:16][C:15]([C:18]4([NH:22][C:23](=[O:29])[O:24][C:25]([CH3:28])([CH3:27])[CH3:26])[CH2:21][CH2:20][CH2:19]4)=[CH:14][CH:13]=3)[N:11]=2)[N:5]=1, predict the reactants needed to synthesize it. The reactants are: Br[C:2]1[C:3]2[N:4]([C:9]([C:30]3[CH:35]=[CH:34][CH:33]=[CH:32][CH:31]=3)=[C:10]([C:12]3[CH:17]=[CH:16][C:15]([C:18]4([NH:22][C:23](=[O:29])[O:24][C:25]([CH3:28])([CH3:27])[CH3:26])[CH2:21][CH2:20][CH2:19]4)=[CH:14][CH:13]=3)[N:11]=2)[N:5]=[C:6]([Cl:8])[CH:7]=1.[N:36]1[CH:41]=[CH:40][CH:39]=[C:38](B(O)O)[CH:37]=1.C([O-])([O-])=O.[Na+].[Na+]. (5) The reactants are: [O:1]=[C:2]1[C:11]2[C:6](=[CH:7][CH:8]=[CH:9][CH:10]=2)[N:5]=[C:4]([CH2:12][CH2:13][CH2:14][C:15]([OH:17])=O)[NH:3]1.FC(F)(F)C(O)=O.[Cl:25][C:26]1[CH:31]=[CH:30][CH:29]=[CH:28][C:27]=1[C:32]1[O:33][C:34]([CH:37]2[CH2:42][CH2:41][NH:40][CH2:39][CH2:38]2)=[N:35][N:36]=1. Given the product [Cl:25][C:26]1[CH:31]=[CH:30][CH:29]=[CH:28][C:27]=1[C:32]1[O:33][C:34]([CH:37]2[CH2:42][CH2:41][N:40]([C:15](=[O:17])[CH2:14][CH2:13][CH2:12][C:4]3[NH:3][C:2](=[O:1])[C:11]4[C:6](=[CH:7][CH:8]=[CH:9][CH:10]=4)[N:5]=3)[CH2:39][CH2:38]2)=[N:35][N:36]=1, predict the reactants needed to synthesize it. (6) Given the product [Cl:4][C:5]1[CH:10]=[C:9]([S:11]([CH2:14][CH2:15][N:2]([CH3:3])[CH3:1])(=[O:13])=[O:12])[CH:8]=[CH:7][C:6]=1[NH:16][C:17](=[O:25])[C@:18]([OH:24])([CH3:23])[C:19]([F:22])([F:21])[F:20], predict the reactants needed to synthesize it. The reactants are: [CH3:1][NH:2][CH3:3].[Cl:4][C:5]1[CH:10]=[C:9]([S:11]([CH:14]=[CH2:15])(=[O:13])=[O:12])[CH:8]=[CH:7][C:6]=1[NH:16][C:17](=[O:25])[C@:18]([OH:24])([CH3:23])[C:19]([F:22])([F:21])[F:20].